From a dataset of NCI-60 drug combinations with 297,098 pairs across 59 cell lines. Regression. Given two drug SMILES strings and cell line genomic features, predict the synergy score measuring deviation from expected non-interaction effect. Drug 1: C1=CC(=C2C(=C1NCCNCCO)C(=O)C3=C(C=CC(=C3C2=O)O)O)NCCNCCO. Drug 2: CC1=C2C(C(=O)C3(C(CC4C(C3C(C(C2(C)C)(CC1OC(=O)C(C(C5=CC=CC=C5)NC(=O)C6=CC=CC=C6)O)O)OC(=O)C7=CC=CC=C7)(CO4)OC(=O)C)O)C)OC(=O)C. Cell line: IGROV1. Synergy scores: CSS=46.6, Synergy_ZIP=-11.3, Synergy_Bliss=-6.41, Synergy_Loewe=-0.380, Synergy_HSA=1.57.